This data is from Forward reaction prediction with 1.9M reactions from USPTO patents (1976-2016). The task is: Predict the product of the given reaction. (1) Given the reactants [CH3:1][O:2][C:3]1[CH:4]=[C:5]2[C:10](=[CH:11][C:12]=1[O:13][CH2:14][CH2:15][CH2:16][N:17]1[CH2:22][CH2:21][CH2:20][CH2:19][CH2:18]1)[N:9]=[CH:8][N:7]=[C:6]2O.C1(C)C=CC=CC=1.CCN(C(C)C)C(C)C.P(Cl)(Cl)([Cl:42])=O, predict the reaction product. The product is: [Cl:42][C:6]1[C:5]2[C:10](=[CH:11][C:12]([O:13][CH2:14][CH2:15][CH2:16][N:17]3[CH2:22][CH2:21][CH2:20][CH2:19][CH2:18]3)=[C:3]([O:2][CH3:1])[CH:4]=2)[N:9]=[CH:8][N:7]=1. (2) Given the reactants C(C1C=CC(COC2C=CC(CO)=CC=2)=CC=1)(C)(C)C.C[O:22][C:23](=[O:53])[CH2:24][O:25][C:26]1[CH:31]=[CH:30][C:29]([S:32][CH2:33][C:34]2[CH:39]=[CH:38][C:37]([O:40][CH2:41][C:42]3[CH:47]=[CH:46][C:45]([C:48]([CH3:51])([CH3:50])[CH3:49])=[CH:44][CH:43]=3)=[CH:36][CH:35]=2)=[CH:28][C:27]=1[CH3:52], predict the reaction product. The product is: [C:48]([C:45]1[CH:46]=[CH:47][C:42]([CH2:41][O:40][C:37]2[CH:38]=[CH:39][C:34]([CH2:33][S:32][C:29]3[CH:30]=[CH:31][C:26]([O:25][CH2:24][C:23]([OH:53])=[O:22])=[C:27]([CH3:52])[CH:28]=3)=[CH:35][CH:36]=2)=[CH:43][CH:44]=1)([CH3:51])([CH3:49])[CH3:50]. (3) Given the reactants S(Cl)(Cl)=O.[Cl:5][C:6]1[CH:11]=[CH:10][C:9]([CH2:12][C:13]([OH:15])=[O:14])=[C:8]([F:16])[CH:7]=1.[CH3:17]O, predict the reaction product. The product is: [CH3:17][O:14][C:13](=[O:15])[CH2:12][C:9]1[CH:10]=[CH:11][C:6]([Cl:5])=[CH:7][C:8]=1[F:16]. (4) Given the reactants C=O.[F:3][C:4]1[C:27]([NH:28][S:29]([CH2:32][CH2:33][CH3:34])(=[O:31])=[O:30])=[CH:26][CH:25]=[C:24]([F:35])[C:5]=1[C:6]([NH:8][C:9]1[CH:10]=[C:11]2[C:17]([C:18]3[CH2:19][CH2:20][NH:21][CH2:22][CH:23]=3)=[N:16][NH:15][C:12]2=[N:13][CH:14]=1)=[O:7].[CH2:36](Cl)Cl.CO.C(O[BH-](OC(=O)C)OC(=O)C)(=O)C.[Na+], predict the reaction product. The product is: [F:3][C:4]1[C:27]([NH:28][S:29]([CH2:32][CH2:33][CH3:34])(=[O:31])=[O:30])=[CH:26][CH:25]=[C:24]([F:35])[C:5]=1[C:6]([NH:8][C:9]1[CH:10]=[C:11]2[C:17]([C:18]3[CH2:19][CH2:20][N:21]([CH3:36])[CH2:22][CH:23]=3)=[N:16][NH:15][C:12]2=[N:13][CH:14]=1)=[O:7]. (5) The product is: [Cl:24][C:16]1[N:15]([CH3:19])[C:14]2[C:9]([C:7]([C:6]3[CH:20]=[CH:21][C:3]([O:2][CH3:1])=[CH:4][CH:5]=3)=[O:8])=[CH:10][CH:11]=[CH:12][C:13]=2[N:17]=1. Given the reactants [CH3:1][O:2][C:3]1[CH:21]=[CH:20][C:6]([C:7]([C:9]2[C:14]3[N:15]([CH3:19])[C:16](=O)[NH:17][C:13]=3[CH:12]=[CH:11][CH:10]=2)=[O:8])=[CH:5][CH:4]=1.P(Cl)(Cl)([Cl:24])=O, predict the reaction product. (6) Given the reactants Cl.[CH3:2][NH:3][OH:4].[CH3:5][O-:6].[Na+].[Br:8][C:9]1[CH:10]=[C:11]2C(=[CH:17][CH:18]=1)O[CH:14]([C:19]1[CH:20]=[N:21][CH:22]=[CH:23][CH:24]=1)[CH2:13]/[C:12]/2=[N:25]\[C:26]#[N:27], predict the reaction product. The product is: [Br:8][C:9]1[CH:10]=[C:11]2[C:12]3([O:4][N:3]([CH3:2])[C:26]([NH2:27])=[N:25]3)[CH2:13][CH:14]([C:19]3[CH:20]=[N:21][CH:22]=[CH:23][CH:24]=3)[O:6][C:5]2=[CH:17][CH:18]=1. (7) Given the reactants [CH:1]1([C:4]2[NH:8][N:7]=[C:6]([NH:9][C:10]3[N:15]=[C:14]([N:16]4[CH2:21][CH2:20][O:19][CH2:18][CH2:17]4)[N:13]=[C:12]([N:22]4[CH2:26][C@@H:25]([O:27][CH3:28])[CH2:24][C@H:23]4[C:29](O)=[O:30])[N:11]=3)[CH:5]=2)[CH2:3][CH2:2]1.Cl.C(N=C=NCCCN(C)C)C.[NH2:44][C@@H:45]1[CH2:50][CH2:49][CH2:48][N:47]([C:51]([O:53][C:54]([CH3:57])([CH3:56])[CH3:55])=[O:52])[CH2:46]1.O.N1(O)C2C=CC=CC=2N=N1.CCN(CC)CC, predict the reaction product. The product is: [CH:1]1([C:4]2[NH:8][N:7]=[C:6]([NH:9][C:10]3[N:15]=[C:14]([N:16]4[CH2:21][CH2:20][O:19][CH2:18][CH2:17]4)[N:13]=[C:12]([N:22]4[CH2:26][C@@H:25]([O:27][CH3:28])[CH2:24][C@H:23]4[C:29]([NH:44][C@@H:45]4[CH2:50][CH2:49][CH2:48][N:47]([C:51]([O:53][C:54]([CH3:57])([CH3:56])[CH3:55])=[O:52])[CH2:46]4)=[O:30])[N:11]=3)[CH:5]=2)[CH2:3][CH2:2]1.